From a dataset of Full USPTO retrosynthesis dataset with 1.9M reactions from patents (1976-2016). Predict the reactants needed to synthesize the given product. (1) Given the product [F:1][C:2]1[CH:30]=[CH:29][CH:28]=[C:27]([F:31])[C:3]=1[CH2:4][N:5]1[C:9]2[CH:10]=[CH:11][CH:12]=[C:13]([NH:14][CH3:15])[C:8]=2[N:7]=[C:6]1[C:19]1[C:20]([F:26])=[CH:21][CH:22]=[CH:23][C:24]=1[F:25], predict the reactants needed to synthesize it. The reactants are: [F:1][C:2]1[CH:30]=[CH:29][CH:28]=[C:27]([F:31])[C:3]=1[CH2:4][N:5]1[C:9]2[CH:10]=[CH:11][CH:12]=[C:13]([N:14](C)[C:15](=O)C)[C:8]=2[N:7]=[C:6]1[C:19]1[C:24]([F:25])=[CH:23][CH:22]=[CH:21][C:20]=1[F:26].Cl. (2) Given the product [CH2:13]([O:28][C:29]([O:39][CH2:38][C@H:36]1[O:37][C@@H:29]([O:28][C:13]2[C:14]([CH2:17][C:18]3[CH:19]=[CH:20][C:21]([O:24][CH:25]([CH3:27])[CH3:26])=[CH:22][CH:23]=3)=[C:15]([CH3:16])[NH:11][N:12]=2)[C@H:30]([OH:31])[C@@H:32]([OH:33])[C@@H:34]1[OH:35])=[O:37])[CH3:14], predict the reactants needed to synthesize it. The reactants are: C(OC([N:11]1[C:15]([CH3:16])=[C:14]([CH2:17][C:18]2[CH:23]=[CH:22][C:21]([O:24][CH:25]([CH3:27])[CH3:26])=[CH:20][CH:19]=2)[C:13]([O:28][C@@H:29]2[O:37][C@H:36]([C:38](=C=O)[O:39]OCC)[C@@H:34]([OH:35])[C@H:32]([OH:33])[C@H:30]2[OH:31])=[N:12]1)=O)C1C=CC=CC=1.